Dataset: Peptide-MHC class II binding affinity with 134,281 pairs from IEDB. Task: Regression. Given a peptide amino acid sequence and an MHC pseudo amino acid sequence, predict their binding affinity value. This is MHC class II binding data. (1) The peptide sequence is ANMWSLMYFHKRDMR. The MHC is DRB5_0101 with pseudo-sequence DRB5_0101. The binding affinity (normalized) is 1.00. (2) The peptide sequence is AFILDGVNLFPKV. The MHC is DRB3_0101 with pseudo-sequence DRB3_0101. The binding affinity (normalized) is 1.00. (3) The peptide sequence is AAFQGAHARFVAAAA. The MHC is DRB1_0802 with pseudo-sequence DRB1_0802. The binding affinity (normalized) is 0.145. (4) The peptide sequence is GELQIVDKIDAAPKI. The MHC is DRB1_0101 with pseudo-sequence DRB1_0101. The binding affinity (normalized) is 0.803. (5) The peptide sequence is ALSDADWHFIADPAS. The MHC is DRB1_0405 with pseudo-sequence DRB1_0405. The binding affinity (normalized) is 0.396.